This data is from Reaction yield outcomes from USPTO patents with 853,638 reactions. The task is: Predict the reaction yield, written as a fraction of the theoretical maximum amount of product (1.0 means a 100% yield; for example, 0.34 means a 34% yield). (1) The reactants are [OH-].[Na+].C[O:4][C:5](=[O:44])[CH2:6][C:7]1[CH:8]=[N:9][CH:10]=[C:11]([C:13]2[CH:18]=[CH:17][C:16]([C:19]([CH2:41][CH3:42])([C:22]3[CH:27]=[CH:26][C:25]([CH2:28][CH2:29][C:30]([OH:39])([C:35]([F:38])([F:37])[F:36])[C:31]([F:34])([F:33])[F:32])=[C:24]([CH3:40])[CH:23]=3)[CH2:20][CH3:21])=[CH:15][C:14]=2[CH3:43])[CH:12]=1.Cl. The catalyst is CO. The product is [CH2:20]([C:19]([C:16]1[CH:17]=[CH:18][C:13]([C:11]2[CH:12]=[C:7]([CH2:6][C:5]([OH:44])=[O:4])[CH:8]=[N:9][CH:10]=2)=[C:14]([CH3:43])[CH:15]=1)([C:22]1[CH:27]=[CH:26][C:25]([CH2:28][CH2:29][C:30]([OH:39])([C:35]([F:36])([F:37])[F:38])[C:31]([F:34])([F:33])[F:32])=[C:24]([CH3:40])[CH:23]=1)[CH2:41][CH3:42])[CH3:21]. The yield is 0.960. (2) The reactants are [CH2:1]([O:3][C:4]([C:6]1[O:7][C:8]2[C:13]([C:14](=[O:16])[CH:15]=1)=[CH:12][C:11]([OH:17])=[CH:10][C:9]=2[Br:18])=[O:5])[CH3:2].S(OCC)(O[CH2:23][CH3:24])(=O)=O.C([O-])([O-])=O.[K+].[K+].C(OCC)(=O)C. The catalyst is C1(C)C=CC=CC=1. The product is [CH2:1]([O:3][C:4]([C:6]1[O:7][C:8]2[C:13]([C:14](=[O:16])[CH:15]=1)=[CH:12][C:11]([O:17][CH2:23][CH3:24])=[CH:10][C:9]=2[Br:18])=[O:5])[CH3:2]. The yield is 0.650. (3) The reactants are [CH2:1]([O:8][N:9]1[C:15](=[O:16])[N:14]2[CH2:17][C@H:10]1[CH2:11][CH2:12][C@H:13]2[C:18]([OH:20])=O)[C:2]1[CH:7]=[CH:6][CH:5]=[CH:4][CH:3]=1.[NH2:21][O:22][CH2:23][CH2:24][N:25]([CH3:33])[C:26](=[O:32])[O:27][C:28]([CH3:31])([CH3:30])[CH3:29]. No catalyst specified. The product is [C:28]([O:27][C:26](=[O:32])[N:25]([CH2:24][CH2:23][O:22][NH:21][C:18]([C@@H:13]1[CH2:12][CH2:11][C@@H:10]2[CH2:17][N:14]1[C:15](=[O:16])[N:9]2[O:8][CH2:1][C:2]1[CH:3]=[CH:4][CH:5]=[CH:6][CH:7]=1)=[O:20])[CH3:33])([CH3:31])([CH3:29])[CH3:30]. The yield is 0.550. (4) The reactants are CO[CH:3](OC)[N:4]([CH3:6])[CH3:5].[CH3:9][O:10][C:11]([O:15][CH3:16])(C)[CH:12]=[O:13].[CH2:17](O)C(C)C. No catalyst specified. The product is [CH3:5][N:4]([CH3:6])/[CH:3]=[CH:17]/[C:12](=[O:13])[CH:11]([O:15][CH3:16])[O:10][CH3:9]. The yield is 0.480. (5) The reactants are [NH2:1][C:2]1[CH:7]=[C:6]([O:8][C:9]2[CH:10]=[CH:11][C:12]([NH:15][C:16]([C:18]3[C:19](=[O:33])[N:20]([C:27]4[CH:32]=[CH:31][CH:30]=[CH:29][CH:28]=4)[N:21]4[CH2:26][CH2:25][CH2:24][CH2:23][C:22]=34)=[O:17])=[N:13][CH:14]=2)[CH:5]=[CH:4][N:3]=1.CCN(CC)CC.[C:41](OC(=O)C)(=[O:43])[CH3:42]. No catalyst specified. The product is [C:41]([NH:1][C:2]1[CH:7]=[C:6]([O:8][C:9]2[CH:10]=[CH:11][C:12]([NH:15][C:16]([C:18]3[C:19](=[O:33])[N:20]([C:27]4[CH:28]=[CH:29][CH:30]=[CH:31][CH:32]=4)[N:21]4[CH2:26][CH2:25][CH2:24][CH2:23][C:22]=34)=[O:17])=[N:13][CH:14]=2)[CH:5]=[CH:4][N:3]=1)(=[O:43])[CH3:42]. The yield is 0.500. (6) The reactants are [N:1]([C:4](=[CH:9][C:10]1[CH:15]=[CH:14][CH:13]=[C:12]([O:16][C:17]([F:20])([F:19])[F:18])[CH:11]=1)[C:5]([O:7][CH3:8])=[O:6])=[N+]=[N-]. The catalyst is C1(C)C=CC=C(C)C=1. The product is [F:18][C:17]([F:20])([F:19])[O:16][C:12]1[CH:11]=[C:10]2[C:15](=[CH:14][CH:13]=1)[NH:1][C:4]([C:5]([O:7][CH3:8])=[O:6])=[CH:9]2. The yield is 0.220.